This data is from Forward reaction prediction with 1.9M reactions from USPTO patents (1976-2016). The task is: Predict the product of the given reaction. Given the reactants Cl[C:2]1[C:3]2[CH2:31][N:30]([C:32]3[CH:37]=[C:36]([CH:38]([CH3:40])[CH3:39])[CH:35]=[CH:34][C:33]=3[CH3:41])[CH2:29][CH2:28][C:4]=2[N:5]=[C:6]([C:8]2[CH:16]=[CH:15][CH:14]=[C:13]3[C:9]=2[C:10]([CH3:27])=[CH:11][N:12]3[S:17]([C:20]2[CH:26]=[CH:25][C:23]([CH3:24])=[CH:22][CH:21]=2)(=[O:19])=[O:18])[N:7]=1.[CH3:42][O-:43].[Na+].[OH-].[K+].[OH-].[NH4+], predict the reaction product. The product is: [CH:38]([C:36]1[CH:35]=[CH:34][C:33]([CH3:41])=[C:32]([N:30]2[CH2:29][CH2:28][C:4]3[N:5]=[C:6]([C:8]4[CH:16]=[CH:15][CH:14]=[C:13]5[C:9]=4[C:10]([CH3:27])=[CH:11][N:12]5[S:17]([C:20]4[CH:26]=[CH:25][C:23]([CH3:24])=[CH:22][CH:21]=4)(=[O:18])=[O:19])[N:7]=[C:2]([O:43][CH3:42])[C:3]=3[CH2:31]2)[CH:37]=1)([CH3:40])[CH3:39].